This data is from Catalyst prediction with 721,799 reactions and 888 catalyst types from USPTO. The task is: Predict which catalyst facilitates the given reaction. Reactant: [CH3:1][O:2][C:3]1[CH:8]=[CH:7][C:6]([C:9]([C:13]2[CH:18]=[CH:17][C:16]([O:19][CH3:20])=[CH:15][CH:14]=2)(O)[CH2:10][CH3:11])=[CH:5][CH:4]=1.O.C1(C)C=CC(S(O)(=O)=O)=CC=1. Product: [CH3:20][O:19][C:16]1[CH:15]=[CH:14][C:13]([C:9]([C:6]2[CH:5]=[CH:4][C:3]([O:2][CH3:1])=[CH:8][CH:7]=2)=[CH:10][CH3:11])=[CH:18][CH:17]=1. The catalyst class is: 11.